Dataset: Drug-target binding data from BindingDB using Kd measurements. Task: Regression. Given a target protein amino acid sequence and a drug SMILES string, predict the binding affinity score between them. We predict pKd (pKd = -log10(Kd in M); higher means stronger binding). Dataset: bindingdb_kd. (1) The small molecule is C=CC1=C(C)c2cc3[n-]c(cc4[n-]c(cc5nc(cc1n2)C(C)=C5C=C)c(C)c4CCC(=O)O)c(CCC(=O)O)c3C. The target protein sequence is HHHHHHHHMLARALLLCAVLALSHTANPCCSHPCQNRGVCMSVGFDQYKCDCTRTGFYGENCSTPEFLTRIKLFLKPTPNTVHYILTHFKGFWNVVNNIPFLRNAIMSYVLTSRSHLIDSPPTYNADYGYKSWEAFSNLSYYTRALPPVPDDCPTPLGVKGKKQLPDSNEIVEKLLLRRKFIPDPQGSNMMFAFFAQHFTHQFFKTDHKRGPAFTNGLGHGVDLNHIYGETLARQRKLRLFKDGKMKYQIIDGEMYPPTVKDTQAEMIYPPQVPEHLRFAVGQEVFGLVPGLMMYATIWLREHNRVCDVLKQEHPEWGDEQLFQTSRLILIGETIKIVIEDYVQHLSGYHFKLKFDPELLFNKQFQYQNRIAAEFNTLYHWHPLLPDTFQIHDQKYNYQQFIYNNSILLEHGITQFVESFTRQIAGRVAGGRNVPPAVQKVSQASIDQSRQMKYQSFNEYRKRFMLKPYESFEELTGEKEMSAELEALYGDIDAVELYPA.... The pKd is 6.9. (2) The small molecule is C[C@]12O[C@H](C[C@]1(O)CO)n1c3ccccc3c3c4c(c5c6ccccc6n2c5c31)CNC4=O. The target protein (O14936) has sequence MADDDVLFEDVYELCEVIGKGPFSVVRRCINRETGQQFAVKIVDVAKFTSSPGLSTEDLKREASICHMLKHPHIVELLETYSSDGMLYMVFEFMDGADLCFEIVKRADAGFVYSEAVASHYMRQILEALRYCHDNNIIHRDVKPHCVLLASKENSAPVKLGGFGVAIQLGESGLVAGGRVGTPHFMAPEVVKREPYGKPVDVWGCGVILFILLSGCLPFYGTKERLFEGIIKGKYKMNPRQWSHISESAKDLVRRMLMLDPAERITVYEALNHPWLKERDRYAYKIHLPETVEQLRKFNARRKLKGAVLAAVSSHKFNSFYGDPPEELPDFSEDPTSSGLLAAERAVSQVLDSLEEIHALTDCSEKDLDFLHSVFQDQHLHTLLDLYDKINTKSSPQIRNPPSDAVQRAKEVLEEISCYPENNDAKELKRILTQPHFMALLQTHDVVAHEVYSDEALRVTPPPTSPYLNGDSPESANGDMDMENVTRVRLVQFQKNTDEP.... The pKd is 6.5. (3) The target protein sequence is HHSTVADGLITTLHYPAPKRNKPTVYGVSPNYDKWEMERTDITMKHKLGGGQYGKVYEGVWKKYSLTVAVKTLKEDTMEVEEFLKEAAVMKEIKHPNLVQLLGVCTREPPFYIITEFMTYGNLLDYLRECNRQEVNAVVLLYMATQISSAMEYLEKKNFIHRDLAARNCLVGENHLVKVADFGLSRLMTGDTYTAHAGAKFPIKWTAPESLAYNKFSIKSDVWAFGVLLWEIATYGMSPYPGIDLSQVYELLEKDYRMERPEGCPEKVYELMRACWQWNPSDRPSFAEIHQAFETMFQES. The compound is Cc1ccc(-n2nc(C(C)(C)C)cc2NC(=O)Nc2ccc(OCCN3CCOCC3)c3ccccc23)cc1. The pKd is 5.0. (4) The small molecule is Cc1ncc(C[n+]2csc(CCOP(=O)(O)O)c2C)c(N)n1. The target protein (P31550) has sequence MLKKCLPLLLLCTAPVFAKPVLTVYTYDSFAADWGPGPVVKKAFEADCNCELKLVALEDGVSLLNRLRMEGKNSKADVVLGLDNNLLDAASKTGLFAKSGVAADAVNVPGGWNNDTFVPFDYGYFAFVYDKNKLKNPPQSLKELVESDQNWRVIYQDPRTSTPGLGLLLWMQKVYGDDAPQAWQKLAKKTVTVTKGWSEAYGLFLKGESDLVLSYTTSPAYHILEEKKDNYAAANFSEGHYLQVEVAARTAASKQPELAQKFLQFMVSPAFQNAIPTGNWMYPVANVTLPAGFEKLTKPATTLEFTPAEVAAQRQAWISEWQRAVSR. The pKd is 8.6. (5) The drug is Cc1cc(Nc2ncc3cc(-c4c(Cl)cccc4Cl)c(=O)n(C)c3n2)ccc1F. The target protein sequence is HHSTVADGLITTLHYPAPKRNKPTVYGVSPNYDKWEMERTDITMKHKLGGGQYGEVYEGVWKKYSLTVAVKTLKEDTMEVEEFLKEAAVMKEIKHPNLVQLLGVCTREPPFYIITEFMTYGNLLDYLRECNRQEVNAVVLLYMATQISSAMEYLEKKNFIHRDLAARNCLVGENHLVKVADFGLSRLMTGDTYTAHAGAKFPIKWTAPESLAYNKFSIKSDVWAFGVLLWEIATYGMSPYPGIDLSQVYELLEKDYRMERPEGCPEKVYELMRACWQWNPSDRPSFAEIHQAFETMFQES. The pKd is 9.0. (6) The target protein (Q9BRS2) has sequence MDYRRLLMSRVVPGQFDDADSSDSENRDLKTVKEKDDILFEDLQDNVNENGEGEIEDEEEEGYDDDDDDWDWDEGVGKLAKGYVWNGGSNPQANRQTSDSSSAKMSTPADKVLRKFENKINLDKLNVTDSVINKVTEKSRQKEADMYRIKDKADRATVEQVLDPRTRMILFKMLTRGIITEINGCISTGKEANVYHASTANGESRAIKIYKTSILVFKDRDKYVSGEFRFRHGYCKGNPRKMVKTWAEKEMRNLIRLNTAEIPCPEPIMLRSHVLVMSFIGKDDMPAPLLKNVQLSESKARELYLQVIQYMRRMYQDARLVHADLSEFNMLYHGGGVYIIDVSQSVEHDHPHALEFLRKDCANVNDFFMRHSVAVMTVRELFEFVTDPSITHENMDAYLSKAMEIASQRTKEERSSQDHVDEEVFKRAYIPRTLNEVKNYERDMDIIMKLKEEDMAMNAQQDNILYQTVTGLKKDLSGVQKVPALLENQVEERTCSDSED.... The pKd is 5.0. The compound is CCN1CCN(Cc2ccc(NC(=O)Nc3ccc(Oc4cc(NC)ncn4)cc3)cc2C(F)(F)F)CC1. (7) The small molecule is Cc1sc2c(c1C)C(c1ccc(Cl)cc1)=N[C@@H](CC(=O)OC(C)(C)C)c1nnc(C)n1-2. The target protein sequence is NPPPPETSNPNKPKRQTNQLQYLLRVVLKTLWKHQFAWPFQQPVDAVKLNLPDYYKIIKTPMDMGTIKKRLENNYYWNAQECIQDFNTMFTNCYIYNKPGDDAVLMAEALEKLFLQKINELPT. The pKd is 7.0. (8) The compound is O=c1ncn2nc(Sc3ccc(F)cc3F)ccc2c1-c1c(Cl)cccc1Cl. The target protein (Q9P286) has sequence MFGKKKKKIEISGPSNFEHRVHTGFDPQEQKFTGLPQQWHSLLADTANRPKPMVDPSCITPIQLAPMKTIVRGNKPCKETSINGLLEDFDNISVTRSNSLRKESPPTPDQGASSHGPGHAEENGFITFSQYSSESDTTADYTTEKYREKSLYGDDLDPYYRGSHAAKQNGHVMKMKHGEAYYSEVKPLKSDFARFSADYHSHLDSLSKPSEYSDLKWEYQRASSSSPLDYSFQFTPSRTAGTSGCSKESLAYSESEWGPSLDDYDRRPKSSYLNQTSPQPTMRQRSRSGSGLQEPMMPFGASAFKTHPQGHSYNSYTYPRLSEPTMCIPKVDYDRAQMVLSPPLSGSDTYPRGPAKLPQSQSKSGYSSSSHQYPSGYHKATLYHHPSLQSSSQYISTASYLSSLSLSSSTYPPPSWGSSSDQQPSRVSHEQFRAALQLVVSPGDPREYLANFIKIGEGSTGIVCIATEKHTGKQVAVKKMDLRKQQRRELLFNEVVIMRD.... The pKd is 5.0.